This data is from Reaction yield outcomes from USPTO patents with 853,638 reactions. The task is: Predict the reaction yield, written as a fraction of the theoretical maximum amount of product (1.0 means a 100% yield; for example, 0.34 means a 34% yield). (1) The reactants are [C:1]([O:5][C:6]([N:8]1[CH2:11][CH:10]([C:12]2[CH:13]=[C:14]3[C:18](=[CH:19][CH:20]=2)[NH:17][CH:16]=[CH:15]3)[CH2:9]1)=[O:7])([CH3:4])([CH3:3])[CH3:2].[H-].[Na+].[CH:23]([C:26]1[CH:31]=[CH:30][C:29]([S:32](Cl)(=[O:34])=[O:33])=[CH:28][CH:27]=1)([CH3:25])[CH3:24].O. The product is [C:1]([O:5][C:6]([N:8]1[CH2:9][CH:10]([C:12]2[CH:13]=[C:14]3[C:18](=[CH:19][CH:20]=2)[N:17]([S:32]([C:29]2[CH:30]=[CH:31][C:26]([CH:23]([CH3:25])[CH3:24])=[CH:27][CH:28]=2)(=[O:34])=[O:33])[CH:16]=[CH:15]3)[CH2:11]1)=[O:7])([CH3:4])([CH3:2])[CH3:3]. The catalyst is CN(C=O)C. The yield is 0.330. (2) The reactants are [CH2:1]([NH:8][C:9]1[C:18]([CH2:19]O)=[CH:17][C:16]2[C:11](=[CH:12][CH:13]=[C:14]([O:21][CH3:22])[CH:15]=2)[N:10]=1)[C:2]1[CH:7]=[CH:6][CH:5]=[CH:4][CH:3]=1.O=S(Cl)[Cl:25]. The catalyst is C(Cl)Cl. The product is [ClH:25].[CH2:1]([NH:8][C:9]1[C:18]([CH2:19][Cl:25])=[CH:17][C:16]2[C:11](=[CH:12][CH:13]=[C:14]([O:21][CH3:22])[CH:15]=2)[N:10]=1)[C:2]1[CH:7]=[CH:6][CH:5]=[CH:4][CH:3]=1. The yield is 1.00. (3) The yield is 1.00. The reactants are C([O:3][C:4]([C:6]1[C:7]([C:12]2[CH:17]=[CH:16][C:15]([CH3:18])=[CH:14][C:13]=2[F:19])=[N:8][O:9][C:10]=1[CH3:11])=O)C.C(OC(C1C(C2C=CC=CC=2F)=NOC=1C)=O)C. The product is [F:19][C:13]1[CH:14]=[C:15]([CH3:18])[CH:16]=[CH:17][C:12]=1[C:7]1[C:6]([CH2:4][OH:3])=[C:10]([CH3:11])[O:9][N:8]=1. No catalyst specified. (4) The reactants are [Br:1][C:2]1[CH:7]=[CH:6][C:5]([O:8][CH3:9])=[CH:4][C:3]=1[CH3:10].[Br:11]N1C(=O)CCC1=O. The catalyst is C(OOC(=O)C1C=CC=CC=1)(=O)C1C=CC=CC=1.C(Cl)Cl. The product is [Br:1][C:2]1[CH:7]=[CH:6][C:5]([O:8][CH3:9])=[CH:4][C:3]=1[CH2:10][Br:11]. The yield is 0.700. (5) The reactants are Cl[C:2]1[C:7]([Cl:8])=[CH:6][CH:5]=[CH:4][N:3]=1.[C:9](=O)([O-])[O-].[K+].[K+].C1(C)C=CC=CC=1.[NH2:22][C:23]1[C:24]([CH3:44])=[C:25]([C:40]([O:42][CH3:43])=[O:41])[CH:26]=[C:27]([C:29]2[CH:34]=[CH:33][CH:32]=[C:31]([S:35]([CH2:38][CH3:39])(=[O:37])=[O:36])[CH:30]=2)[CH:28]=1. The catalyst is C([O-])(=O)C.[Pd+2].C([O-])(=O)C.C1(P(C2C=CC=CC=2)C2C=CC3C(=CC=CC=3)C=2C2C3C(=CC=CC=3)C=CC=2P(C2C=CC=CC=2)C2C=CC=CC=2)C=CC=CC=1.O. The product is [Cl:8][C:7]1[C:2]([NH:22][C:23]2[C:24]([CH3:44])=[C:25]([C:40]([O:42][CH2:43][CH3:9])=[O:41])[CH:26]=[C:27]([C:29]3[CH:34]=[CH:33][CH:32]=[C:31]([S:35]([CH2:38][CH3:39])(=[O:37])=[O:36])[CH:30]=3)[CH:28]=2)=[N:3][CH:4]=[CH:5][CH:6]=1. The yield is 0.904.